This data is from Full USPTO retrosynthesis dataset with 1.9M reactions from patents (1976-2016). The task is: Predict the reactants needed to synthesize the given product. (1) Given the product [ClH:33].[CH2:9]1[C:10]2[C:15](=[CH:14][CH:13]=[CH:12][C:11]=2[C:18]([NH:19][C:20]2([C:29]([OH:31])=[O:30])[CH2:28][C:27]3[C:22](=[CH:23][CH:24]=[CH:25][CH:26]=3)[CH2:21]2)=[O:32])[CH2:16][CH2:17][NH:8]1, predict the reactants needed to synthesize it. The reactants are: C(OC([N:8]1[CH2:17][CH2:16][C:15]2[C:10](=[C:11]([C:18](=[O:32])[NH:19][C:20]3([C:29]([OH:31])=[O:30])[CH2:28][C:27]4[C:22](=[CH:23][CH:24]=[CH:25][CH:26]=4)[CH2:21]3)[CH:12]=[CH:13][CH:14]=2)[CH2:9]1)=O)(C)(C)C.[ClH:33]. (2) Given the product [Cl:11][C:9]1[C:10]2[C:2]([CH:20]=[O:21])=[CH:3][NH:4][C:5]=2[N:6]=[CH:7][N:8]=1, predict the reactants needed to synthesize it. The reactants are: Br[C:2]1[C:10]2[C:9]([Cl:11])=[N:8][CH:7]=[N:6][C:5]=2[NH:4][CH:3]=1.[Li]CCCC.CN([CH:20]=[O:21])C. (3) Given the product [C:1]([C:5]1[N:10]=[C:9]([C:16]2[C:17]([CH3:22])=[CH:18][C:19]([CH3:21])=[CH:20][C:15]=2[CH3:14])[C:8]([C:12]#[N:13])=[CH:7][CH:6]=1)([CH3:4])([CH3:3])[CH3:2], predict the reactants needed to synthesize it. The reactants are: [C:1]([C:5]1[N:10]=[C:9](Cl)[C:8]([C:12]#[N:13])=[CH:7][CH:6]=1)([CH3:4])([CH3:3])[CH3:2].[CH3:14][C:15]1[CH:20]=[C:19]([CH3:21])[CH:18]=[C:17]([CH3:22])[C:16]=1B(O)O.C([O-])(O)=O.[Na+]. (4) Given the product [F:34][C:31]([F:35])([C:27]1[CH:28]=[CH:29][CH:30]=[C:25]([CH2:24][N:19]2[C:20]([CH3:22])=[CH:21][C:17](/[C:2](/[F:1])=[CH:3]/[C:4]3[CH:9]=[CH:8][C:7]([C:10]([CH3:16])([CH3:15])[C:11]([F:14])([F:13])[F:12])=[CH:6][CH:5]=3)=[N:18]2)[CH:26]=1)[CH2:32][OH:33], predict the reactants needed to synthesize it. The reactants are: [F:1]/[C:2](/[C:17]1[CH:21]=[C:20]([CH3:22])[NH:19][N:18]=1)=[CH:3]\[C:4]1[CH:9]=[CH:8][C:7]([C:10]([CH3:16])([CH3:15])[C:11]([F:14])([F:13])[F:12])=[CH:6][CH:5]=1.Br[CH2:24][C:25]1[CH:26]=[C:27]([C:31]([F:35])([F:34])[CH2:32][OH:33])[CH:28]=[CH:29][CH:30]=1.